From a dataset of Catalyst prediction with 721,799 reactions and 888 catalyst types from USPTO. Predict which catalyst facilitates the given reaction. The catalyst class is: 55. Reactant: [F:1][C:2]1[CH:31]=[CH:30][C:5]2[C:6](=[O:29])[N:7]=[C:8]([C:10]3[N:15]=[C:14]([CH2:16][CH2:17][C:18]([O:20]C(C)(C)C)=[O:19])[CH:13]=[C:12]([S:25]([CH3:28])(=[O:27])=[O:26])[CH:11]=3)[S:9][C:4]=2[CH:3]=1. Product: [F:1][C:2]1[CH:31]=[CH:30][C:5]2[C:6](=[O:29])[N:7]=[C:8]([C:10]3[N:15]=[C:14]([CH2:16][CH2:17][C:18]([OH:20])=[O:19])[CH:13]=[C:12]([S:25]([CH3:28])(=[O:26])=[O:27])[CH:11]=3)[S:9][C:4]=2[CH:3]=1.